From a dataset of Catalyst prediction with 721,799 reactions and 888 catalyst types from USPTO. Predict which catalyst facilitates the given reaction. (1) Reactant: C(O[C:5](=[O:7])[CH3:6])(=O)C.[Br:8][C:9]1[CH:14]=[CH:13][C:12]([CH:15]([CH3:19])[CH2:16][CH2:17][NH2:18])=[CH:11][CH:10]=1.C(N(CC)CC)C.O. Product: [Br:8][C:9]1[CH:10]=[CH:11][C:12]([CH:15]([CH3:19])[CH2:16][CH2:17][NH:18][C:5](=[O:7])[CH3:6])=[CH:13][CH:14]=1. The catalyst class is: 119. (2) Reactant: Br[C:2]1[CH:3]=[C:4]2[C:8](=[C:9]([C:11]([NH2:13])=[O:12])[CH:10]=1)[NH:7][CH:6]=[C:5]2[CH:14]1[CH2:19][CH2:18][N:17]([S:20]([CH2:23][CH3:24])(=[O:22])=[O:21])[CH2:16][CH2:15]1.C(=O)([O-])[O-].[Cs+].[Cs+].[CH3:31][S:32]([NH:35][C:36]1[CH:37]=[C:38](B(O)O)[CH:39]=[CH:40][CH:41]=1)(=[O:34])=[O:33]. Product: [CH2:23]([S:20]([N:17]1[CH2:18][CH2:19][CH:14]([C:5]2[C:4]3[C:8](=[C:9]([C:11]([NH2:13])=[O:12])[CH:10]=[C:2]([C:40]4[CH:39]=[CH:38][CH:37]=[C:36]([NH:35][S:32]([CH3:31])(=[O:33])=[O:34])[CH:41]=4)[CH:3]=3)[NH:7][CH:6]=2)[CH2:15][CH2:16]1)(=[O:22])=[O:21])[CH3:24]. The catalyst class is: 70. (3) The catalyst class is: 2. Product: [C:26]([O:16][CH2:15][CH:14]([CH2:17][O:18][C:34](=[O:36])[CH3:35])[CH2:13][CH2:12][N:9]1[CH:8]=[N:7][C:6]2[C:10]1=[N:11][C:3]([NH2:2])=[N:4][CH:5]=2)(=[O:28])[CH3:27]. Reactant: Cl.[NH2:2][C:3]1[N:11]=[C:10]2[C:6]([N:7]=[CH:8][N:9]2[CH2:12][CH2:13][CH:14]([CH2:17][OH:18])[CH2:15][OH:16])=[CH:5][N:4]=1.C(N(CC)CC)C.[C:26](OC(=O)C)(=[O:28])[CH3:27].Cl.[CH2:34]([OH:36])[CH3:35]. (4) The catalyst class is: 474. Product: [Br:1][C:2]1[CH:3]=[C:4]([C:8]2[CH:9]=[C:10]([O:16][C:22]3[CH:23]=[CH:24][C:19]([C:18]([F:27])([F:26])[F:17])=[CH:20][CH:21]=3)[N:11]([CH2:13][CH2:14][OH:15])[N:12]=2)[CH:5]=[CH:6][CH:7]=1. Reactant: [Br:1][C:2]1[CH:3]=[C:4]([C:8]2[NH:12][N:11]([CH2:13][CH2:14][OH:15])[C:10](=[O:16])[CH:9]=2)[CH:5]=[CH:6][CH:7]=1.[F:17][C:18]([F:27])([F:26])[C:19]1[CH:24]=[CH:23][C:22](F)=[CH:21][CH:20]=1.C([O-])([O-])=O.[K+].[K+].